Predict the reaction yield, written as a fraction of the theoretical maximum amount of product (1.0 means a 100% yield; for example, 0.34 means a 34% yield). From a dataset of Reaction yield outcomes from USPTO patents with 853,638 reactions. (1) The reactants are [CH3:1]/[C:2](/[CH2:9][CH2:10][CH2:11]/[CH:12]=[CH:13]\[CH2:14]/[CH:15]=[CH:16]\[CH2:17]/[CH:18]=[CH:19]\[CH2:20]/[CH:21]=[CH:22]\[CH2:23]/[CH:24]=[CH:25]\[CH2:26][CH3:27])=[CH:3]\[C:4](OCC)=[O:5]. The catalyst is C1COCC1. The product is [CH3:1]/[C:2](/[CH2:9][CH2:10][CH2:11]/[CH:12]=[CH:13]\[CH2:14]/[CH:15]=[CH:16]\[CH2:17]/[CH:18]=[CH:19]\[CH2:20]/[CH:21]=[CH:22]\[CH2:23]/[CH:24]=[CH:25]\[CH2:26][CH3:27])=[CH:3]\[CH2:4][OH:5]. The yield is 0.450. (2) The reactants are [NH2:1][C:2]1[N:3]=[CH:4][C:5]([C:21]2[CH:31]=[CH:30][C:24]([C:25]([N:27]([CH3:29])[CH3:28])=[O:26])=[CH:23][CH:22]=2)=[N:6][C:7]=1[C:8]1[O:9][C:10]([C:13]2[CH:18]=[CH:17][C:16]([CH2:19]Br)=[CH:15][CH:14]=2)=[N:11][N:12]=1.[C:32]([O-:35])(=[O:34])[CH3:33].[K+].Cl. The catalyst is CN(C=O)C. The product is [C:32]([O:35][CH2:19][C:16]1[CH:17]=[CH:18][C:13]([C:10]2[O:9][C:8]([C:7]3[C:2]([NH2:1])=[N:3][CH:4]=[C:5]([C:21]4[CH:22]=[CH:23][C:24]([C:25](=[O:26])[N:27]([CH3:29])[CH3:28])=[CH:30][CH:31]=4)[N:6]=3)=[N:12][N:11]=2)=[CH:14][CH:15]=1)(=[O:34])[CH3:33]. The yield is 0.740. (3) The reactants are [F:1][C:2]1[CH:3]=[CH:4][C:5]([O:10][C:11]2[CH:12]=[C:13]3[C:17](=[CH:18][CH:19]=2)[N:16]([CH2:20][CH:21]([CH3:23])[CH3:22])[N:15]=[CH:14]3)=[C:6]([CH:9]=1)[CH2:7][NH2:8].CCN(C(C)C)C(C)C.ClC(Cl)(O[C:37](=[O:43])OC(Cl)(Cl)Cl)Cl.[C:45]([C:49]1[O:53][N:52]=[C:51]([NH2:54])[CH:50]=1)([CH3:48])([CH3:47])[CH3:46]. The catalyst is ClCCl. The product is [C:45]([C:49]1[O:53][N:52]=[C:51]([NH:54][C:37]([NH:8][CH2:7][C:6]2[CH:9]=[C:2]([F:1])[CH:3]=[CH:4][C:5]=2[O:10][C:11]2[CH:12]=[C:13]3[C:17](=[CH:18][CH:19]=2)[N:16]([CH2:20][CH:21]([CH3:23])[CH3:22])[N:15]=[CH:14]3)=[O:43])[CH:50]=1)([CH3:48])([CH3:47])[CH3:46]. The yield is 0.440. (4) The reactants are [NH2:1][C:2]1[CH2:7][C:6]([CH3:9])([CH3:8])[CH2:5][C:4](=[O:10])[CH:3]=1.[C:11](OCC)(=[O:14])[C:12]#[CH:13]. No catalyst specified. The product is [CH3:8][C:6]1([CH3:9])[CH2:7][C:2]2[NH:1][C:11](=[O:14])[CH:12]=[CH:13][C:3]=2[C:4](=[O:10])[CH2:5]1. The yield is 0.785. (5) The reactants are [F:1][C:2]1[CH:19]=[CH:18][CH:17]=[CH:16][C:3]=1[CH2:4][O:5][C:6]1[CH:11]=[CH:10][C:9]([N+:12]([O-:14])=[O:13])=[CH:8][C:7]=1I.[CH3:20][Si:21]([C:24]#[CH:25])([CH3:23])[CH3:22].C(N(CC)CC)C. The catalyst is C(#N)C.[Cu]I. The product is [F:1][C:2]1[CH:19]=[CH:18][CH:17]=[CH:16][C:3]=1[CH2:4][O:5][C:6]1[CH:11]=[CH:10][C:9]([N+:12]([O-:14])=[O:13])=[CH:8][C:7]=1[C:25]#[C:24][Si:21]([CH3:23])([CH3:22])[CH3:20]. The yield is 0.730. (6) The reactants are [C:1]1([CH2:7][CH2:8][CH:9](O)[CH:10]=[CH2:11])[CH:6]=[CH:5][CH:4]=[CH:3][CH:2]=1.S(=O)(=O)(O)N.C([N:20](CC)CC)C.[C:25](Cl)(=[O:32])[C:26]1[CH:31]=[CH:30][CH:29]=[CH:28][CH:27]=1. The catalyst is CN(C)C=O. The product is [C:1]1([CH2:7][CH2:8][CH:9]([NH:20][C:25](=[O:32])[C:26]2[CH:31]=[CH:30][CH:29]=[CH:28][CH:27]=2)[CH:10]=[CH2:11])[CH:6]=[CH:5][CH:4]=[CH:3][CH:2]=1. The yield is 0.730. (7) The reactants are I[C:2]1[C:10]2[O:9][CH2:8][C:7](=[O:11])[C:6]=2[CH:5]=[CH:4][C:3]=1[O:12][CH3:13].[C:14]([CH:16]1[CH2:21][CH2:20][N:19]([C:22]([O:24][C:25]([CH3:28])([CH3:27])[CH3:26])=[O:23])[CH2:18][CH2:17]1)#[CH:15]. The catalyst is C(N(CC)CC)C.Cl[Pd](Cl)([P](C1C=CC=CC=1)(C1C=CC=CC=1)C1C=CC=CC=1)[P](C1C=CC=CC=1)(C1C=CC=CC=1)C1C=CC=CC=1.[Cu]I. The product is [CH3:13][O:12][C:3]1[CH:4]=[CH:5][C:6]2[C:7](=[O:11])[CH2:8][O:9][C:10]=2[C:2]=1[C:15]#[C:14][CH:16]1[CH2:17][CH2:18][N:19]([C:22]([O:24][C:25]([CH3:28])([CH3:27])[CH3:26])=[O:23])[CH2:20][CH2:21]1. The yield is 0.550. (8) The reactants are [S:1]1[C:5]([CH:6]=[O:7])=[CH:4][C:3]2[CH:8]=[CH:9][CH:10]=[CH:11][C:2]1=2.[BH4-].[Na+]. The catalyst is C1COCC1. The product is [S:1]1[C:5]([CH2:6][OH:7])=[CH:4][C:3]2[CH:8]=[CH:9][CH:10]=[CH:11][C:2]1=2. The yield is 0.980.